From a dataset of Forward reaction prediction with 1.9M reactions from USPTO patents (1976-2016). Predict the product of the given reaction. (1) Given the reactants [CH3:1][O:2][C:3](=[O:27])[CH2:4][C@H:5]1[C:9]2[CH:10]=[CH:11][C:12]([O:14][C@H:15]3[C:23]4[C:18](=[C:19](Br)[C:20]([C:24]#[N:25])=[CH:21][CH:22]=4)[CH2:17][CH2:16]3)=[CH:13][C:8]=2[O:7][CH2:6]1.[Cl-].[CH3:29][O:30][C:31]1[CH:38]=[CH:37][C:34]([CH2:35][Zn+])=[CH:33][CH:32]=1, predict the reaction product. The product is: [CH3:1][O:2][C:3](=[O:27])[CH2:4][C@H:5]1[C:9]2[CH:10]=[CH:11][C:12]([O:14][C@H:15]3[C:23]4[C:18](=[C:19]([CH2:35][C:34]5[CH:37]=[CH:38][C:31]([O:30][CH3:29])=[CH:32][CH:33]=5)[C:20]([C:24]#[N:25])=[CH:21][CH:22]=4)[CH2:17][CH2:16]3)=[CH:13][C:8]=2[O:7][CH2:6]1. (2) Given the reactants [N+:1]([C:4]1[C:5](=[O:14])[N:6]([CH3:13])[C:7](=[O:12])[N:8]([CH3:11])[C:9]=1[CH3:10])([O-])=O.CO, predict the reaction product. The product is: [NH2:1][C:4]1[C:5](=[O:14])[N:6]([CH3:13])[C:7](=[O:12])[N:8]([CH3:11])[C:9]=1[CH3:10]. (3) Given the reactants [CH3:1][CH2:2][O:3][C:4]([C:6]1[NH:7][C:8]2[C:13]([CH:14]=1)=[CH:12][C:11]([C:15]([OH:17])=O)=[CH:10][CH:9]=2)=[O:5].C1C=CC2N(O)N=NC=2C=1.CCN=C=NCCCN(C)C.Cl.[CH3:40][C:41]12[CH2:48][CH:45]([NH:46][CH2:47]1)[CH2:44][C:43]([CH3:50])([CH3:49])[CH2:42]2.CCN(C(C)C)C(C)C, predict the reaction product. The product is: [CH2:2]([O:3][C:4]([C:6]1[NH:7][C:8]2[C:13]([CH:14]=1)=[CH:12][C:11]([C:15]([N:46]1[CH2:47][C:41]3([CH3:40])[CH2:48][CH:45]1[CH2:44][C:43]([CH3:50])([CH3:49])[CH2:42]3)=[O:17])=[CH:10][CH:9]=2)=[O:5])[CH3:1]. (4) The product is: [C:1]([NH:5][S:6]([C:9]1[CH:14]=[CH:13][CH:12]=[CH:11][C:10]=1[B:24]([OH:25])[OH:23])(=[O:8])=[O:7])([CH3:4])([CH3:2])[CH3:3]. Given the reactants [C:1]([NH:5][S:6]([C:9]1[CH:14]=[CH:13][CH:12]=[CH:11][CH:10]=1)(=[O:8])=[O:7])([CH3:4])([CH3:3])[CH3:2].[Li]CCCC.C([O:23][B:24](OC(C)C)[O:25]C(C)C)(C)C.Cl, predict the reaction product. (5) Given the reactants [H-].[Na+].[Br:3][C:4]1[CH:5]=[C:6]([OH:11])[CH:7]=[C:8]([Br:10])[CH:9]=1.[CH3:12][O:13][CH2:14]Cl, predict the reaction product. The product is: [Br:3][C:4]1[CH:5]=[C:6]([O:11][CH2:12][O:13][CH3:14])[CH:7]=[C:8]([Br:10])[CH:9]=1. (6) The product is: [Br:1][C:2]1[CH:3]=[C:4]([N+:9]([O-:11])=[O:10])[C:5]([O:14][CH2:13][C:12]([O:16][CH2:17][CH3:18])=[O:15])=[N:6][CH:7]=1. Given the reactants [Br:1][C:2]1[CH:3]=[C:4]([N+:9]([O-:11])=[O:10])[C:5](Cl)=[N:6][CH:7]=1.[C:12]([O:16][CH2:17][CH3:18])(=[O:15])[CH2:13][OH:14].CN(C=O)C.[H-].[Na+], predict the reaction product. (7) Given the reactants [O:1]1[CH2:4][CH:3]([OH:5])[CH2:2]1.CC([O-])(C)C.[K+].F[C:13]1[CH:18]=[CH:17][CH:16]=[C:15]([N+:19]([O-:21])=[O:20])[CH:14]=1, predict the reaction product. The product is: [N+:19]([C:15]1[CH:14]=[C:13]([CH:18]=[CH:17][CH:16]=1)[O:5][CH:3]1[CH2:4][O:1][CH2:2]1)([O-:21])=[O:20]. (8) Given the reactants [CH:1]1[C:2]([NH2:15])=[N+:3]([O-:14])[C:4]([NH2:13])=[N:5][C:6]=1[N:7]1[CH2:12][CH2:11][CH2:10][CH2:9][CH2:8]1.[CH3:16][C:17]([N:19]1[CH2:24][CH2:23][N:22]([C:25]2[CH:26]=[CH:27][C:28]([O:31][CH2:32][C@H:33]3[O:37][C@@:36]([C:44]4[CH:45]=[CH:46][C:47]([Cl:51])=[CH:48][C:49]=4[Cl:50])([CH2:38][N:39]4[CH:43]=[N:42][CH:41]=[CH:40]4)[O:35][CH2:34]3)=[CH:29][CH:30]=2)[CH2:21][CH2:20]1)=[O:18].C(O)C(O)C.C(O)C, predict the reaction product. The product is: [CH:1]1[C:2]([NH2:15])=[N+:3]([O-:14])[C:4]([NH2:13])=[N:5][C:6]=1[N:7]1[CH2:12][CH2:11][CH2:10][CH2:9][CH2:8]1.[CH3:16][C:17]([N:19]1[CH2:24][CH2:23][N:22]([C:25]2[CH:26]=[CH:27][C:28]([O:31][CH2:32][C@H:33]3[O:37][C@@:36]([C:44]4[CH:45]=[CH:46][C:47]([Cl:51])=[CH:48][C:49]=4[Cl:50])([CH2:38][N:39]4[CH:43]=[N:42][CH:41]=[CH:40]4)[O:35][CH2:34]3)=[CH:29][CH:30]=2)[CH2:21][CH2:20]1)=[O:18]. (9) Given the reactants [C:1]([C:5]1[CH:10]=[C:9]([C:11]([CH3:14])([CH3:13])[CH3:12])[CH:8]=[CH:7][C:6]=1[OH:15])([CH3:4])([CH3:3])[CH3:2].[Br:16]Br.O, predict the reaction product. The product is: [Br:16][C:7]1[CH:8]=[C:9]([C:11]([CH3:14])([CH3:13])[CH3:12])[CH:10]=[C:5]([C:1]([CH3:4])([CH3:3])[CH3:2])[C:6]=1[OH:15].